From a dataset of Catalyst prediction with 721,799 reactions and 888 catalyst types from USPTO. Predict which catalyst facilitates the given reaction. (1) Reactant: [CH3:1][O:2][C:3]1[C@H:4]([CH:11]([CH3:13])[CH3:12])[N:5]=[C:6]([O:9][CH3:10])[CH2:7][N:8]=1.C([Li])CCC.[F:19][C:20]1[CH:27]=[C:26]([F:28])[C:25]([F:29])=[CH:24][C:21]=1[CH2:22]Br. Product: [CH3:1][O:2][C:3]1[C@H:4]([CH:11]([CH3:13])[CH3:12])[N:5]=[C:6]([O:9][CH3:10])[C@@H:7]([CH2:22][C:21]2[CH:24]=[C:25]([F:29])[C:26]([F:28])=[CH:27][C:20]=2[F:19])[N:8]=1. The catalyst class is: 7. (2) Reactant: [Br:1][C:2]1[CH:7]=[C:6]([O:8][CH3:9])[CH:5]=[C:4]([CH3:10])[N+:3]=1[O-].P(Cl)(Cl)Cl. Product: [Br:1][C:2]1[CH:7]=[C:6]([O:8][CH3:9])[CH:5]=[C:4]([CH3:10])[N:3]=1. The catalyst class is: 13. (3) Reactant: [NH:1]1[CH2:5][CH2:4][CH2:3][CH2:2]1.[Cl:6][CH2:7][C:8](Cl)=[O:9]. Product: [Cl:6][CH2:7][C:8]([N:1]1[CH2:5][CH2:4][CH2:3][CH2:2]1)=[O:9]. The catalyst class is: 4. (4) Reactant: O1CCOCC1.[C:7]([O:17][C:18](=[C:20]([F:22])[F:21])[F:19])([C:10]([C:13]([F:16])([F:15])[F:14])([F:12])[F:11])([F:9])[F:8].[OH:23][CH2:24][CH2:25][CH2:26][CH2:27][CH:28]=[CH2:29].[OH-].[K+]. Product: [C:7]([O:17][CH:18]([C:20]([O:23][CH2:24][CH2:25][CH2:26][CH2:27][CH:28]=[CH2:29])([F:21])[F:22])[F:19])([C:10]([C:13]([F:16])([F:15])[F:14])([F:12])[F:11])([F:9])[F:8]. The catalyst class is: 6. (5) Reactant: [C:1]([C:3]1[CH:4]=[N:5][C:6]2[C:11]([C:12]=1[NH:13][C:14]1[CH:15]=[C:16]([CH:21]=[CH:22][CH:23]=1)[C:17]([O:19]C)=[O:18])=[CH:10][C:9]([NH:24][CH2:25][CH2:26][N:27]1[CH2:32][CH2:31][O:30][CH2:29][CH2:28]1)=[N:8][CH:7]=2)#[N:2].CO.[OH-].[Li+]. Product: [C:1]([C:3]1[CH:4]=[N:5][C:6]2[C:11]([C:12]=1[NH:13][C:14]1[CH:15]=[C:16]([CH:21]=[CH:22][CH:23]=1)[C:17]([OH:19])=[O:18])=[CH:10][C:9]([NH:24][CH2:25][CH2:26][N:27]1[CH2:32][CH2:31][O:30][CH2:29][CH2:28]1)=[N:8][CH:7]=2)#[N:2]. The catalyst class is: 7.